Dataset: Catalyst prediction with 721,799 reactions and 888 catalyst types from USPTO. Task: Predict which catalyst facilitates the given reaction. (1) Reactant: [H-].[Na+].[SH:3][CH2:4][CH2:5][CH2:6][CH2:7][CH2:8][CH2:9][CH2:10][CH2:11][CH2:12][CH2:13][CH2:14][OH:15].[F:16][C:17]([F:22])([F:21])[CH2:18][CH2:19]I. Product: [F:16][C:17]([F:22])([F:21])[CH2:18][CH2:19][S:3][CH2:4][CH2:5][CH2:6][CH2:7][CH2:8][CH2:9][CH2:10][CH2:11][CH2:12][CH2:13][CH2:14][OH:15]. The catalyst class is: 1. (2) Reactant: [OH:1][CH2:2][CH2:3][CH:4]1[O:8][C:7](=[O:9])[C:6]([CH3:11])([CH3:10])[CH2:5]1.[CH2:12](C1(C(O)=O)CCC1)C=C.CC(C)(CC=C)C(OC)=O. Product: [OH:1][CH2:2][CH2:3][CH:4]1[CH2:5][C:6]2([CH2:11][CH2:12][CH2:10]2)[C:7](=[O:9])[O:8]1. The catalyst class is: 195. (3) Reactant: Cl[CH2:2][C:3]1[CH:8]=[CH:7][C:6]([O:9][CH3:10])=[CH:5][CH:4]=1.[Cl:11][C:12]1[C:13]([OH:23])=[CH:14][C:15]([OH:22])=[C:16]([CH:21]=1)[C:17]([O:19][CH3:20])=[O:18].C(=O)([O-])[O-].[K+].[K+]. Product: [Cl:11][C:12]1[C:13]([O:23][CH2:2][C:3]2[CH:8]=[CH:7][C:6]([O:9][CH3:10])=[CH:5][CH:4]=2)=[CH:14][C:15]([OH:22])=[C:16]([CH:21]=1)[C:17]([O:19][CH3:20])=[O:18]. The catalyst class is: 21. (4) Reactant: [NH2:1][CH:2]([CH2:21][C:22]1[CH:27]=[CH:26][CH:25]=[C:24]([O:28][C:29]([F:34])([F:33])[CH:30]([F:32])[F:31])[CH:23]=1)[CH:3]([C:5]1[CH:10]=[CH:9][C:8]([O:11][C:12]2[CH:17]=[CH:16][C:15]([Cl:18])=[C:14]([CH2:19][CH3:20])[CH:13]=2)=[CH:7][CH:6]=1)[OH:4].[C:35]1([C:46](O)=[O:47])[CH:36]=[CH:37][CH:38]=[C:39]2[CH2:45][CH2:44][CH2:43][CH:42]=[CH:41][C:40]=12.Cl.C(N=C=NCCCN(C)C)C.ON1C2C=CC=CC=2N=N1. Product: [Cl:18][C:15]1[CH:16]=[CH:17][C:12]([O:11][C:8]2[CH:9]=[CH:10][C:5]([CH:3]([OH:4])[CH:2]([NH:1][C:46]([C:35]3[CH:36]=[CH:37][CH:38]=[C:39]4[CH2:45][CH2:44][CH2:43][CH:42]=[CH:41][C:40]=34)=[O:47])[CH2:21][C:22]3[CH:27]=[CH:26][CH:25]=[C:24]([O:28][C:29]([F:34])([F:33])[CH:30]([F:32])[F:31])[CH:23]=3)=[CH:6][CH:7]=2)=[CH:13][C:14]=1[CH2:19][CH3:20]. The catalyst class is: 47.